Regression. Given two drug SMILES strings and cell line genomic features, predict the synergy score measuring deviation from expected non-interaction effect. From a dataset of NCI-60 drug combinations with 297,098 pairs across 59 cell lines. (1) Drug 1: COC1=CC(=CC(=C1O)OC)C2C3C(COC3=O)C(C4=CC5=C(C=C24)OCO5)OC6C(C(C7C(O6)COC(O7)C8=CC=CS8)O)O. Drug 2: C1CCC(C(C1)N)N.C(=O)(C(=O)[O-])[O-].[Pt+4]. Cell line: NCI/ADR-RES. Synergy scores: CSS=12.8, Synergy_ZIP=-0.360, Synergy_Bliss=-3.27, Synergy_Loewe=-7.04, Synergy_HSA=-2.42. (2) Drug 1: CS(=O)(=O)C1=CC(=C(C=C1)C(=O)NC2=CC(=C(C=C2)Cl)C3=CC=CC=N3)Cl. Drug 2: C1=CC(=CC=C1CCCC(=O)O)N(CCCl)CCCl. Cell line: LOX IMVI. Synergy scores: CSS=29.4, Synergy_ZIP=-12.0, Synergy_Bliss=-5.85, Synergy_Loewe=-6.75, Synergy_HSA=-3.24. (3) Drug 1: C1=CC(=C2C(=C1NCCNCCO)C(=O)C3=C(C=CC(=C3C2=O)O)O)NCCNCCO. Drug 2: CN(C(=O)NC(C=O)C(C(C(CO)O)O)O)N=O. Cell line: UACC62. Synergy scores: CSS=38.7, Synergy_ZIP=-4.25, Synergy_Bliss=-2.58, Synergy_Loewe=-4.22, Synergy_HSA=0.666. (4) Drug 1: C(=O)(N)NO. Drug 2: C1=CC=C(C(=C1)C(C2=CC=C(C=C2)Cl)C(Cl)Cl)Cl. Cell line: NCI-H226. Synergy scores: CSS=-16.2, Synergy_ZIP=18.7, Synergy_Bliss=16.2, Synergy_Loewe=-3.49, Synergy_HSA=-3.59. (5) Drug 1: CC1=C(C=C(C=C1)C(=O)NC2=CC(=CC(=C2)C(F)(F)F)N3C=C(N=C3)C)NC4=NC=CC(=N4)C5=CN=CC=C5. Drug 2: CC1C(C(CC(O1)OC2CC(CC3=C2C(=C4C(=C3O)C(=O)C5=CC=CC=C5C4=O)O)(C(=O)C)O)N)O. Cell line: HOP-62. Synergy scores: CSS=36.6, Synergy_ZIP=-2.52, Synergy_Bliss=-6.92, Synergy_Loewe=-37.7, Synergy_HSA=-5.81.